From a dataset of Reaction yield outcomes from USPTO patents with 853,638 reactions. Predict the reaction yield, written as a fraction of the theoretical maximum amount of product (1.0 means a 100% yield; for example, 0.34 means a 34% yield). The reactants are FC(F)(F)C(O)=O.[CH:8]1[C:20]2[CH:19]([CH2:21][O:22][C:23]([NH:25][CH2:26][CH2:27][CH2:28][CH2:29][CH2:30][CH2:31][CH2:32][CH2:33][CH2:34][CH2:35][CH2:36][CH2:37][CH2:38][CH2:39][CH2:40][CH2:41][C:42]([O:44]C(C)(C)C)=[O:43])=[O:24])[C:18]3[C:13](=[CH:14][CH:15]=[CH:16][CH:17]=3)[C:12]=2[CH:11]=[CH:10][CH:9]=1. The catalyst is ClCCl. The product is [CH:17]1[C:18]2[CH:19]([CH2:21][O:22][C:23]([NH:25][CH2:26][CH2:27][CH2:28][CH2:29][CH2:30][CH2:31][CH2:32][CH2:33][CH2:34][CH2:35][CH2:36][CH2:37][CH2:38][CH2:39][CH2:40][CH2:41][C:42]([OH:44])=[O:43])=[O:24])[C:20]3[C:12](=[CH:11][CH:10]=[CH:9][CH:8]=3)[C:13]=2[CH:14]=[CH:15][CH:16]=1. The yield is 1.00.